From a dataset of Peptide-MHC class I binding affinity with 185,985 pairs from IEDB/IMGT. Regression. Given a peptide amino acid sequence and an MHC pseudo amino acid sequence, predict their binding affinity value. This is MHC class I binding data. (1) The peptide sequence is EENLLDFVRF. The MHC is HLA-B18:01 with pseudo-sequence HLA-B18:01. The binding affinity (normalized) is 0.667. (2) The peptide sequence is KSRCGSLGY. The MHC is HLA-B40:01 with pseudo-sequence HLA-B40:01. The binding affinity (normalized) is 0.0847.